This data is from Forward reaction prediction with 1.9M reactions from USPTO patents (1976-2016). The task is: Predict the product of the given reaction. (1) Given the reactants [CH3:1][C:2]1([CH3:16])[C:6]([CH3:8])([CH3:7])[O:5][B:4]([C:9]2[CH:10]=[C:11]([CH:13]=[CH:14][CH:15]=2)[NH2:12])[O:3]1.C(N(CC)CC)C.[O:24]1[CH2:29][CH2:28][O:27][CH2:26][CH:25]1[C:30](Cl)=[O:31], predict the reaction product. The product is: [CH3:8][C:6]1([CH3:7])[C:2]([CH3:16])([CH3:1])[O:3][B:4]([C:9]2[CH:10]=[C:11]([NH:12][C:30]([CH:25]3[CH2:26][O:27][CH2:28][CH2:29][O:24]3)=[O:31])[CH:13]=[CH:14][CH:15]=2)[O:5]1. (2) Given the reactants [CH3:1][O:2][C:3]1[C:8]([O:9][CH3:10])=[C:7]([O:11][CH3:12])[CH:6]=[C:5]([CH3:13])[C:4]=1[CH:14]([C:16]1[C:17]([O:27][CH3:28])=[N:18][CH:19]=[C:20]([Br:26])[C:21]=1[C:22]([F:25])([F:24])[F:23])[OH:15], predict the reaction product. The product is: [CH3:1][O:2][C:3]1[C:8]([O:9][CH3:10])=[C:7]([O:11][CH3:12])[CH:6]=[C:5]([CH3:13])[C:4]=1[C:14]([C:16]1[C:17]([O:27][CH3:28])=[N:18][CH:19]=[C:20]([Br:26])[C:21]=1[C:22]([F:25])([F:23])[F:24])=[O:15]. (3) Given the reactants [CH2:1]([O:3][C:4](=[O:28])[CH2:5][NH:6][CH2:7][CH2:8][NH:9][S:10]([C:13]1[S:14][C:15]([C:18]2[CH:23]=[CH:22][C:21]([Cl:24])=[CH:20][C:19]=2[N+:25]([O-:27])=[O:26])=[N:16][N:17]=1)(=[O:12])=[O:11])[CH3:2].[CH:29]([O:42][C:43]([NH:45][C:46]1[N:54]=[CH:53][N:52]=[C:51]2[C:47]=1[N:48]=[CH:49][N:50]2[CH2:55][C:56](O)=[O:57])=[O:44])([C:36]1[CH:41]=[CH:40][CH:39]=[CH:38][CH:37]=1)[C:30]1[CH:35]=[CH:34][CH:33]=[CH:32][CH:31]=1, predict the reaction product. The product is: [CH2:1]([O:3][C:4](=[O:28])[CH2:5][N:6]([CH2:7][CH2:8][NH:9][S:10]([C:13]1[S:14][C:15]([C:18]2[CH:23]=[CH:22][C:21]([Cl:24])=[CH:20][C:19]=2[N+:25]([O-:27])=[O:26])=[N:16][N:17]=1)(=[O:12])=[O:11])[C:56](=[O:57])[CH2:55][N:50]1[CH:49]=[N:48][C:47]2[C:51]1=[N:52][CH:53]=[N:54][C:46]=2[NH:45][C:43]([O:42][CH:29]([C:36]1[CH:41]=[CH:40][CH:39]=[CH:38][CH:37]=1)[C:30]1[CH:35]=[CH:34][CH:33]=[CH:32][CH:31]=1)=[O:44])[CH3:2]. (4) Given the reactants [F:1][C:2]1[CH:7]=[CH:6][C:5]([N:8]2[CH2:17][CH2:16][C:15]3[C:10](=[CH:11][CH:12]=[C:13]([O:18][CH2:19][C:20]4[CH:25]=[CH:24][CH:23]=[CH:22][CH:21]=4)[CH:14]=3)[CH:9]2[CH2:26][C:27]2[CH:32]=[CH:31][C:30]([OH:33])=[CH:29][CH:28]=2)=[CH:4][CH:3]=1.[CH3:34][N:35]1[CH2:39][CH2:38][CH:37](O)[CH2:36]1.C(P(CCCC)CCCC)CCC.N(C(N1CCCCC1)=O)=NC(N1CCCCC1)=O, predict the reaction product. The product is: [F:1][C:2]1[CH:7]=[CH:6][C:5]([N:8]2[CH2:17][CH2:16][C:15]3[C:10](=[CH:11][CH:12]=[C:13]([O:18][CH2:19][C:20]4[CH:25]=[CH:24][CH:23]=[CH:22][CH:21]=4)[CH:14]=3)[CH:9]2[CH2:26][C:27]2[CH:28]=[CH:29][C:30]([O:33][CH:37]3[CH2:38][CH2:39][N:35]([CH3:34])[CH2:36]3)=[CH:31][CH:32]=2)=[CH:4][CH:3]=1. (5) Given the reactants [CH:1]1([C:4]2[N:5]=[CH:6][C:7]([C:15]([OH:17])=O)=[N:8][C:9]=2[O:10][CH2:11][CH:12]2[CH2:14][CH2:13]2)[CH2:3][CH2:2]1.[CH3:18][C:19]([NH2:30])([CH3:29])[CH2:20][CH:21]([C:23]1[CH:28]=[CH:27][N:26]=[CH:25][CH:24]=1)[CH3:22], predict the reaction product. The product is: [CH3:18][C:19]([NH:30][C:15]([C:7]1[CH:6]=[N:5][C:4]([CH:1]2[CH2:2][CH2:3]2)=[C:9]([O:10][CH2:11][CH:12]2[CH2:13][CH2:14]2)[N:8]=1)=[O:17])([CH3:29])[CH2:20][CH:21]([C:23]1[CH:24]=[CH:25][N:26]=[CH:27][CH:28]=1)[CH3:22]. (6) Given the reactants [F:1][C:2]1[CH:7]=[CH:6][CH:5]=[CH:4][C:3]=1[C:8]1[N:9]=[C:10]([CH2:24][N:25](C)[C:26](=O)OC(C)(C)C)[S:11][C:12]=1[S:13]([C:16]1[CH:21]=[CH:20][CH:19]=[C:18]([O:22][CH3:23])[CH:17]=1)(=[O:15])=[O:14].C(OCC)(=O)C.[ClH:40], predict the reaction product. The product is: [ClH:40].[F:1][C:2]1[CH:7]=[CH:6][CH:5]=[CH:4][C:3]=1[C:8]1[N:9]=[C:10]([CH2:24][NH:25][CH3:26])[S:11][C:12]=1[S:13]([C:16]1[CH:21]=[CH:20][CH:19]=[C:18]([O:22][CH3:23])[CH:17]=1)(=[O:14])=[O:15]. (7) Given the reactants [N:1]1[CH:6]=[CH:5][CH:4]=[C:3]([OH:7])[CH:2]=1.[H-].[Na+].Br[C:11]1[S:12][CH:13]=[CH:14][N:15]=1, predict the reaction product. The product is: [S:12]1[CH:13]=[CH:14][N:15]=[C:11]1[O:7][C:3]1[CH:2]=[N:1][CH:6]=[CH:5][CH:4]=1. (8) Given the reactants [CH3:1][O:2][C:3](=[O:19])[CH:4]([NH:8][C:9](=[O:18])[C:10]1[C:15]([Cl:16])=[CH:14][CH:13]=[CH:12][C:11]=1[Cl:17])[CH2:5][CH:6]=[CH2:7].I[C:21]1[CH:35]=[CH:34][C:24]([O:25][C:26]2[N:31]=[CH:30][C:29]([CH2:32][CH3:33])=[CH:28][N:27]=2)=[CH:23][CH:22]=1, predict the reaction product. The product is: [CH3:1][O:2][C:3](=[O:19])[CH:4]([NH:8][C:9](=[O:18])[C:10]1[C:11]([Cl:17])=[CH:12][CH:13]=[CH:14][C:15]=1[Cl:16])[CH2:5]/[CH:6]=[CH:7]/[C:21]1[CH:22]=[CH:23][C:24]([O:25][C:26]2[N:27]=[CH:28][C:29]([CH2:32][CH3:33])=[CH:30][N:31]=2)=[CH:34][CH:35]=1.